Dataset: Forward reaction prediction with 1.9M reactions from USPTO patents (1976-2016). Task: Predict the product of the given reaction. (1) Given the reactants [NH:1]1[CH:5]=[CH:4][N:3]=[C:2]1[NH:6][CH2:7][CH2:8][CH:9]([CH3:11])[CH3:10].[CH:12]([C:23](OCC)=[O:24])([C:18](OCC)=[O:19])[C:13]([O:15][CH2:16][CH3:17])=[O:14], predict the reaction product. The product is: [CH2:16]([O:15][C:13]([CH:12]1[C:23](=[O:24])[N:1]2[CH:5]=[CH:4][N:3]=[C:2]2[N:6]([CH2:7][CH2:8][CH:9]([CH3:11])[CH3:10])[C:18]1=[O:19])=[O:14])[CH3:17]. (2) Given the reactants [CH3:1][C:2]1[C:9]([N+:10]([O-:12])=[O:11])=[CH:8][CH:7]=[CH:6][C:3]=1[CH2:4]Cl.[CH2:13]([NH2:15])[CH3:14].CO.C([O-])([O-])=O.[K+].[K+], predict the reaction product. The product is: [CH3:1][C:2]1[C:9]([N+:10]([O-:12])=[O:11])=[CH:8][CH:7]=[CH:6][C:3]=1[CH2:4][NH:15][CH2:13][CH3:14]. (3) Given the reactants [CH3:1][O:2][CH2:3][C:4](Cl)=[O:5].[N:7]1[CH:12]=CC=[CH:9][CH:8]=1.C(OCC)(=[O:15])C, predict the reaction product. The product is: [CH3:1][O:2][CH2:3][C:4]([O:5][CH2:9][CH2:8][NH:7][CH3:12])=[O:15]. (4) The product is: [CH3:1][O:2][C:3]1[CH:4]=[C:5]([N:18]2[CH2:22][CH2:21][CH:20]([O:23][C:24]3[CH:29]=[CH:28][C:27]([O:30][C:31]([F:34])([F:33])[F:32])=[CH:26][CH:25]=3)[C:19]2=[O:35])[CH:6]=[CH:7][C:8]=1[O:9][CH2:10][CH2:45][S:46][CH3:47]. Given the reactants [CH3:1][O:2][C:3]1[CH:4]=[C:5]([N:18]2[CH2:22][CH2:21][CH:20]([O:23][C:24]3[CH:29]=[CH:28][C:27]([O:30][C:31]([F:34])([F:33])[F:32])=[CH:26][CH:25]=3)[C:19]2=[O:35])[CH:6]=[CH:7][C:8]=1[O:9][CH2:10]OCC[Si](C)(C)C.Cl.O1CCOCC1.ClC[CH2:45][S:46][CH3:47].C([O-])([O-])=O.[K+].[K+], predict the reaction product. (5) Given the reactants [CH3:1][O:2][C:3](=[O:35])[CH2:4][C:5]1[CH:6]=[CH:7][C:8]2[O:12][C:11]([NH:13][CH:14]3[CH2:19][CH2:18][N:17]([CH2:20][C:21]4[CH:26]=[C:25]([O:27][CH2:28][CH3:29])[C:24](F)=[C:23]([O:31][CH2:32][CH3:33])[CH:22]=4)[CH2:16][CH2:15]3)=[N:10][C:9]=2[CH:34]=1.C(OC1C=C(C=C(OCC)C=1N1C=[CH:50][N:49]=[N:48]1)C=O)C.[C:55]([BH3-])#[N:56].[Na+].C(N(C(C)C)C(C)C)C, predict the reaction product. The product is: [CH3:1][O:2][C:3](=[O:35])[CH2:4][C:5]1[CH:6]=[CH:7][C:8]2[O:12][C:11]([NH:13][CH:14]3[CH2:19][CH2:18][N:17]([CH2:20][C:21]4[CH:26]=[C:25]([O:27][CH2:28][CH3:29])[C:24]([N:49]5[CH:50]=[N:56][CH:55]=[N:48]5)=[C:23]([O:31][CH2:32][CH3:33])[CH:22]=4)[CH2:16][CH2:15]3)=[N:10][C:9]=2[CH:34]=1.